Dataset: Forward reaction prediction with 1.9M reactions from USPTO patents (1976-2016). Task: Predict the product of the given reaction. (1) Given the reactants [Cl:1][C:2]1[CH:7]=[CH:6][CH:5]=[CH:4][C:3]=1B(O)O.[O-]P(OP(OP([O-])([O-])=O)([O-])=O)(=O)[O-].[K+].[K+].[K+].[K+].[K+].Br[C:30]1[CH:39]=[CH:38][C:37]2[NH:36][C:35](=[O:40])[C:34]3[NH:41][CH:42]=[CH:43][C:33]=3[C:32]=2[CH:31]=1.[CH2:44]([C:46]([O-:48])=[O:47])[CH3:45].O, predict the reaction product. The product is: [Cl:1][C:2]1[CH:7]=[CH:6][CH:5]=[CH:4][C:3]=1[C:30]1[CH:39]=[CH:38][C:37]2[NH:36][C:35](=[O:40])[C:34]3[NH:41][CH:42]=[CH:43][C:33]=3[C:32]=2[CH:31]=1.[CH2:44]([C:46]([O-:48])=[O:47])[CH3:45]. (2) Given the reactants [NH2:1][C:2]1[CH:33]=[CH:32][C:5]([C:6]([NH:8][C@H:9]2[CH2:14][CH2:13][CH2:12][C@@H:11]([NH:15][C:16]3[N:21]=[C:20]([C:22]4[C:30]5[C:25](=[CH:26][CH:27]=[CH:28][CH:29]=5)[NH:24][CH:23]=4)[C:19]([Cl:31])=[CH:18][N:17]=3)[CH2:10]2)=[O:7])=[CH:4][C:3]=1[F:34].C[CH2:36][N:37]([CH:41]([CH3:43])C)[CH:38](C)C.BrC/C=[CH:47]/[C:48](Cl)=[O:49].C(Cl)Cl.CNC.C1COCC1, predict the reaction product. The product is: [Cl:31][C:19]1[C:20]([C:22]2[C:30]3[C:25](=[CH:26][CH:27]=[CH:28][CH:29]=3)[NH:24][CH:23]=2)=[N:21][C:16]([NH:15][C@@H:11]2[CH2:12][CH2:13][CH2:14][C@H:9]([NH:8][C:6](=[O:7])[C:5]3[CH:32]=[CH:33][C:2]([NH:1][C:48](=[O:49])/[CH:47]=[CH:43]/[CH2:41][N:37]([CH3:36])[CH3:38])=[C:3]([F:34])[CH:4]=3)[CH2:10]2)=[N:17][CH:18]=1. (3) Given the reactants CN(C)[CH:3]=[O:4].[Br:6][C:7]1[O:11][C:10]([C:12]2[O:13][C:14]([CH3:19])=[C:15]([CH2:17]Br)[N:16]=2)=[CH:9][CH:8]=1.[C:20]([O-])(=[O:22])C.[Na+], predict the reaction product. The product is: [Br:6][C:7]1[O:11][C:10]([C:12]2[O:13][C:14]([CH3:19])=[C:15]([CH2:17][C:20]([O:4][CH3:3])=[O:22])[N:16]=2)=[CH:9][CH:8]=1. (4) Given the reactants CS(O[CH2:6][CH2:7][N:8]1[C:12]([C:13]2[S:14][CH:15]=[CH:16][CH:17]=2)=[N:11][N:10]=[C:9]1[S:18][CH2:19][C:20]1[N:24]=[C:23]([C:25]2[CH:30]=[C:29]([Cl:31])[CH:28]=[CH:27][C:26]=2[F:32])[O:22][N:21]=1)(=O)=O.[H-].[Na+].CO, predict the reaction product. The product is: [Cl:31][C:29]1[CH:28]=[CH:27][C:26]([F:32])=[C:25]([C:23]2[O:22][N:21]=[C:20]([CH:19]3[S:18][C:9]4=[N:10][N:11]=[C:12]([C:13]5[S:14][CH:15]=[CH:16][CH:17]=5)[N:8]4[CH2:7][CH2:6]3)[N:24]=2)[CH:30]=1. (5) Given the reactants [F:1][C:2]1[CH:3]=[C:4]([CH:8]=[CH:9][C:10]=1[C:11]([F:14])([F:13])[F:12])[C:5](Cl)=[O:6].[NH2:15][C:16]([CH3:32])([CH2:19][N:20]1[N:24]=[C:23]2[C:25]([Cl:31])=[CH:26][C:27]([Cl:30])=[C:28]([Cl:29])[C:22]2=[N:21]1)[C:17]#[N:18], predict the reaction product. The product is: [C:17]([C:16]([NH:15][C:5](=[O:6])[C:4]1[CH:8]=[CH:9][C:10]([C:11]([F:14])([F:13])[F:12])=[C:2]([F:1])[CH:3]=1)([CH3:32])[CH2:19][N:20]1[N:24]=[C:23]2[C:25]([Cl:31])=[CH:26][C:27]([Cl:30])=[C:28]([Cl:29])[C:22]2=[N:21]1)#[N:18].